This data is from NCI-60 drug combinations with 297,098 pairs across 59 cell lines. The task is: Regression. Given two drug SMILES strings and cell line genomic features, predict the synergy score measuring deviation from expected non-interaction effect. (1) Drug 1: CC1=C(C(CCC1)(C)C)C=CC(=CC=CC(=CC(=O)O)C)C. Drug 2: C1=NC2=C(N=C(N=C2N1C3C(C(C(O3)CO)O)F)Cl)N. Cell line: MCF7. Synergy scores: CSS=12.4, Synergy_ZIP=0.270, Synergy_Bliss=5.06, Synergy_Loewe=1.47, Synergy_HSA=2.21. (2) Cell line: NCI/ADR-RES. Synergy scores: CSS=-1.03, Synergy_ZIP=-1.30, Synergy_Bliss=-2.29, Synergy_Loewe=-2.74, Synergy_HSA=-2.24. Drug 1: COC1=CC(=CC(=C1O)OC)C2C3C(COC3=O)C(C4=CC5=C(C=C24)OCO5)OC6C(C(C7C(O6)COC(O7)C8=CC=CS8)O)O. Drug 2: CC1=C(C(CCC1)(C)C)C=CC(=CC=CC(=CC(=O)O)C)C. (3) Drug 1: CC1=CC2C(CCC3(C2CCC3(C(=O)C)OC(=O)C)C)C4(C1=CC(=O)CC4)C. Drug 2: CC1=C(C=C(C=C1)NC(=O)C2=CC=C(C=C2)CN3CCN(CC3)C)NC4=NC=CC(=N4)C5=CN=CC=C5. Cell line: K-562. Synergy scores: CSS=62.6, Synergy_ZIP=7.83, Synergy_Bliss=7.64, Synergy_Loewe=-26.6, Synergy_HSA=7.35.